From a dataset of Forward reaction prediction with 1.9M reactions from USPTO patents (1976-2016). Predict the product of the given reaction. The product is: [Cl:1][C:2]1[N:7]2[N:10]=[C:9]([C:12]3[O:13][CH:14]=[CH:15][C:16]=3[CH3:17])[CH:8]=[C:6]2[CH:5]=[CH:4][CH:3]=1. Given the reactants [Cl:1][C:2]1[N:7]=[C:6]([CH2:8][C:9]([C:12]2[O:13][CH:14]=[CH:15][C:16]=2[CH3:17])=[N:10]O)[CH:5]=[CH:4][CH:3]=1.FC(F)(F)C(OC(=O)C(F)(F)F)=O.C(N(CC)CC)C, predict the reaction product.